From a dataset of Peptide-MHC class II binding affinity with 134,281 pairs from IEDB. Regression. Given a peptide amino acid sequence and an MHC pseudo amino acid sequence, predict their binding affinity value. This is MHC class II binding data. The peptide sequence is DVKFPGQGQIVGGVY. The MHC is HLA-DQA10501-DQB10301 with pseudo-sequence HLA-DQA10501-DQB10301. The binding affinity (normalized) is 0.623.